Dataset: Catalyst prediction with 721,799 reactions and 888 catalyst types from USPTO. Task: Predict which catalyst facilitates the given reaction. The catalyst class is: 59. Reactant: [C:1]([O:4][C:5]1([C:18]([OH:20])=O)[CH2:10][CH2:9][N:8]([CH2:11][C:12]2[CH:17]=[CH:16][CH:15]=[CH:14][CH:13]=2)[CH2:7][CH2:6]1)(=[O:3])[CH3:2].CCN(CC)CC.CCN(C(C)C)C(C)C.[CH3:37][NH:38][C:39]1[CH:44]=[CH:43][C:42]([O:45][C:46]([F:49])([F:48])[F:47])=[CH:41][CH:40]=1.OS([O-])(=O)=O.[K+]. Product: [CH2:11]([N:8]1[CH2:7][CH2:6][C:5]([O:4][C:1](=[O:3])[CH3:2])([C:18](=[O:20])[N:38]([CH3:37])[C:39]2[CH:44]=[CH:43][C:42]([O:45][C:46]([F:47])([F:48])[F:49])=[CH:41][CH:40]=2)[CH2:10][CH2:9]1)[C:12]1[CH:13]=[CH:14][CH:15]=[CH:16][CH:17]=1.